This data is from Reaction yield outcomes from USPTO patents with 853,638 reactions. The task is: Predict the reaction yield, written as a fraction of the theoretical maximum amount of product (1.0 means a 100% yield; for example, 0.34 means a 34% yield). (1) The reactants are [OH:1][CH:2]1[CH2:5][N:4]([C:6]([C:8]2[O:9][C:10]([C:13]3[CH:18]=[CH:17][C:16]([O:19][CH3:20])=[CH:15][CH:14]=3)=[N:11][N:12]=2)=[O:7])[CH2:3]1.C(N(CC)CC)C.[CH3:28][S:29](Cl)(=[O:31])=[O:30]. The catalyst is ClCCl. The product is [CH3:28][S:29]([O:1][CH:2]1[CH2:5][N:4]([C:6]([C:8]2[O:9][C:10]([C:13]3[CH:18]=[CH:17][C:16]([O:19][CH3:20])=[CH:15][CH:14]=3)=[N:11][N:12]=2)=[O:7])[CH2:3]1)(=[O:31])=[O:30]. The yield is 0.720. (2) The reactants are [F:1][C:2]1[CH:13]=[CH:12][CH:11]=[CH:10][C:3]=1[C:4](N(OC)C)=[O:5].[CH:14]([Mg]Br)=[CH2:15]. The catalyst is C1COCC1. The product is [F:1][C:2]1[CH:13]=[CH:12][CH:11]=[CH:10][C:3]=1[C:4](=[O:5])[CH:14]=[CH2:15]. The yield is 0.584. (3) The reactants are C1CN([P+](ON2[N:26]=[N:25][C:20]3[CH:21]=[CH:22][CH:23]=[CH:24][C:19]2=3)(N2CCCC2)N2CCCC2)CC1.F[P-](F)(F)(F)(F)F.[CH:34]1[CH:35]=[CH:36][C:37]2N(O)N=N[C:38]=2[CH:39]=1.[CH:44](N(CC)C(C)C)([CH3:46])[CH3:45].[Cl-:53].[NH4+].C[N:56]([CH:58]=[O:59])C. No catalyst specified. The product is [Cl:53][C:38]1[CH:37]=[CH:36][CH:35]=[CH:34][C:39]=1[C:22]1[CH:23]=[CH:24][CH:19]=[C:20]([N:25]2[CH:46]=[C:44]([C:58]([NH2:56])=[O:59])[CH:45]=[N:26]2)[CH:21]=1. The yield is 0.630. (4) The reactants are [C:1]1(=[O:7])[CH2:6][CH2:5][CH2:4][CH2:3][CH2:2]1.[CH3:8][C:9]([CH2:11][CH2:12]O)=[CH2:10]. The catalyst is C1(C)C=CC=CC=1. The product is [CH3:8][C:9]1[CH2:10][C:1]2([CH2:6][CH2:5][CH2:4][CH2:3][CH2:2]2)[O:7][CH2:12][CH:11]=1. The yield is 0.800. (5) The reactants are [NH:1]1[CH2:5][CH2:4][CH2:3][C:2]1=[O:6].[H-].[Na+].CS(O[CH:14]1[CH2:23][CH2:22][C:17]2([O:21][CH2:20][CH2:19][O:18]2)[CH2:16][CH2:15]1)(=O)=O. The catalyst is CN(C=O)C. The product is [O:18]1[C:17]2([CH2:22][CH2:23][CH:14]([N:1]3[CH2:5][CH2:4][CH2:3][C:2]3=[O:6])[CH2:15][CH2:16]2)[O:21][CH2:20][CH2:19]1. The yield is 0.115. (6) The reactants are B(F)(F)F.CCOCC.[CH2:10]([O:17][C:18]1[CH:36]=[CH:35][C:21]([C:22]([O:24][CH2:25][C:26]([C:28]2[CH:33]=[CH:32][C:31]([Br:34])=[CH:30][CH:29]=2)=O)=O)=[CH:20][CH:19]=1)[CH2:11][CH2:12][CH2:13][CH2:14][CH2:15][CH3:16].C([NH2:40])(=O)C. The catalyst is C(Cl)Cl. The product is [Br:34][C:31]1[CH:32]=[CH:33][C:28]([C:26]2[N:40]=[C:22]([C:21]3[CH:35]=[CH:36][C:18]([O:17][CH2:10][CH2:11][CH2:12][CH2:13][CH2:14][CH2:15][CH3:16])=[CH:19][CH:20]=3)[O:24][CH:25]=2)=[CH:29][CH:30]=1. The yield is 0.230. (7) The reactants are [C:1]([C:5]1[CH:10]=[C:9]([C:11]2[CH:16]=[CH:15][CH:14]=[CH:13][C:12]=2[O:17][CH2:18][CH3:19])[C:8]([N+:20]([O-])=O)=[CH:7][C:6]=1[OH:23])([CH3:4])([CH3:3])[CH3:2]. The catalyst is CO.[Ni]. The product is [C:1]([C:5]1[CH:10]=[C:9]([C:11]2[CH:16]=[CH:15][CH:14]=[CH:13][C:12]=2[O:17][CH2:18][CH3:19])[C:8]([NH2:20])=[CH:7][C:6]=1[OH:23])([CH3:3])([CH3:2])[CH3:4]. The yield is 0.920.